This data is from Reaction yield outcomes from USPTO patents with 853,638 reactions. The task is: Predict the reaction yield, written as a fraction of the theoretical maximum amount of product (1.0 means a 100% yield; for example, 0.34 means a 34% yield). (1) The reactants are [NH2:1][CH2:2][CH2:3][P:4](=[O:7])([OH:6])[OH:5].[OH-].[Na+].Cl[C:11]([O:13][CH2:14][C:15]1[CH:20]=[CH:19][CH:18]=[CH:17][CH:16]=1)=[O:12]. No catalyst specified. The product is [C:11]([NH:1][CH2:2][CH2:3][P:4](=[O:6])([OH:5])[OH:7])([O:13][CH2:14][C:15]1[CH:20]=[CH:19][CH:18]=[CH:17][CH:16]=1)=[O:12]. The yield is 0.910. (2) The reactants are [C:1]([NH:4][C:5]1[S:9][C:8]2[C:10]([O:15][CH2:16][CH2:17][N:18]([CH2:21][CH3:22])[CH2:19][CH3:20])=[C:11](Br)[CH:12]=[CH:13][C:7]=2[C:6]=1[C:23]([O:25][CH2:26][CH3:27])=[O:24])(=[O:3])[CH3:2].[S:28]1[CH:32]=[CH:31][CH:30]=[C:29]1B(O)O.P([O-])([O-])([O-])=O.[K+].[K+].[K+]. The catalyst is C(#N)C.O. The product is [C:1]([NH:4][C:5]1[S:9][C:8]2[C:10]([O:15][CH2:16][CH2:17][N:18]([CH2:21][CH3:22])[CH2:19][CH3:20])=[C:11]([C:29]3[S:28][CH:32]=[CH:31][CH:30]=3)[CH:12]=[CH:13][C:7]=2[C:6]=1[C:23]([O:25][CH2:26][CH3:27])=[O:24])(=[O:3])[CH3:2]. The yield is 0.870. (3) The yield is 0.960. The catalyst is C(OCC)(=O)C. The product is [Br:1][C:2]1[CH:9]=[CH:8][C:5]([N:6]([CH3:7])[C:19](=[O:26])[C:20]2[CH:25]=[CH:24][CH:23]=[CH:22][CH:21]=2)=[C:4]([NH2:10])[CH:3]=1. The reactants are [Br:1][C:2]1[CH:9]=[CH:8][C:5]([NH:6][CH3:7])=[C:4]([N+:10]([O-])=O)[CH:3]=1.N1C=CC=CC=1.[C:19](Cl)(=[O:26])[C:20]1[CH:25]=[CH:24][CH:23]=[CH:22][CH:21]=1. (4) The catalyst is C(Cl)Cl. The product is [Cl:12][C:3]1[C:2]([NH:1][S:27]([C:21]2[C:22]([F:26])=[CH:23][CH:24]=[CH:25][C:20]=2[F:19])(=[O:29])=[O:28])=[CH:11][CH:10]=[CH:9][C:4]=1[C:5]([O:7][CH3:8])=[O:6]. The reactants are [NH2:1][C:2]1[C:3]([Cl:12])=[C:4]([CH:9]=[CH:10][CH:11]=1)[C:5]([O:7][CH3:8])=[O:6].N1C=CC=CC=1.[F:19][C:20]1[CH:25]=[CH:24][CH:23]=[C:22]([F:26])[C:21]=1[S:27](Cl)(=[O:29])=[O:28]. The yield is 0.816.